The task is: Predict the reaction yield, written as a fraction of the theoretical maximum amount of product (1.0 means a 100% yield; for example, 0.34 means a 34% yield).. This data is from Reaction yield outcomes from USPTO patents with 853,638 reactions. (1) The reactants are [C:1]([C:5]1[CH:10]=[CH:9][CH:8]=[CH:7][C:6]=1[S:11][CH:12]1[CH2:15][N:14](C(OC(C)(C)C)=O)[CH2:13]1)([CH3:4])([CH3:3])[CH3:2].[ClH:23]. The catalyst is O1CCOCC1. The product is [ClH:23].[C:1]([C:5]1[CH:10]=[CH:9][CH:8]=[CH:7][C:6]=1[S:11][CH:12]1[CH2:13][NH:14][CH2:15]1)([CH3:4])([CH3:2])[CH3:3]. The yield is 0.870. (2) The reactants are [CH3:1][N:2]1[C:10]2[C:5](=[C:6]([CH3:11])[CH:7]=[CH:8][CH:9]=2)[CH:4]=[CH:3]1.[Li]CCCC.[C:17](=[O:19])=[O:18].O. The catalyst is CCOCC. The product is [CH3:1][N:2]1[C:10]2[C:5](=[C:6]([CH3:11])[CH:7]=[CH:8][CH:9]=2)[CH:4]=[C:3]1[C:17]([OH:19])=[O:18]. The yield is 0.264. (3) The reactants are [C:1]([O:5][C:6](=[O:35])[NH:7][C:8]1[S:9][C:10]([CH:14]([C:16]2[C:24]3[C:19](=[N:20][CH:21]=[C:22]([Cl:25])[CH:23]=3)[N:18]([S:26]([C:29]3[CH:34]=[CH:33][CH:32]=[CH:31][CH:30]=3)(=[O:28])=[O:27])[CH:17]=2)O)=[C:11]([Cl:13])[N:12]=1)([CH3:4])([CH3:3])[CH3:2].C([SiH](CC)CC)C.FC(F)(F)C(O)=O. The catalyst is ClCCl. The product is [C:1]([O:5][C:6](=[O:35])[NH:7][C:8]1[S:9][C:10]([CH2:14][C:16]2[C:24]3[C:19](=[N:20][CH:21]=[C:22]([Cl:25])[CH:23]=3)[N:18]([S:26]([C:29]3[CH:34]=[CH:33][CH:32]=[CH:31][CH:30]=3)(=[O:27])=[O:28])[CH:17]=2)=[C:11]([Cl:13])[N:12]=1)([CH3:4])([CH3:2])[CH3:3]. The yield is 0.887. (4) The reactants are [CH3:1][O:2][C:3]1[CH:11]=[CH:10][C:6]([C:7](Cl)=[O:8])=[C:5]([CH3:12])[CH:4]=1.C([NH:15][CH2:16]C)C.C(Cl)[Cl:19]. No catalyst specified. The product is [Cl:19][C:12]1[C:5]2[C:6](=[CH:10][CH:11]=[C:3]([O:2][CH3:1])[CH:4]=2)[C:7](=[O:8])[NH:15][CH:16]=1. The yield is 0.980. (5) The reactants are [Cl:1][C:2]1[CH:3]=[C:4]([C:12]2[CH:17]=[CH:16][C:15]([N+:18]([O-:20])=[O:19])=[CH:14][CH:13]=2)[CH:5]=[CH:6][C:7]=1[C:8]([O:10]C)=[O:9].CO.O.[OH-].[Na+]. The catalyst is C1COCC1. The product is [Cl:1][C:2]1[CH:3]=[C:4]([C:12]2[CH:13]=[CH:14][C:15]([N+:18]([O-:20])=[O:19])=[CH:16][CH:17]=2)[CH:5]=[CH:6][C:7]=1[C:8]([OH:10])=[O:9]. The yield is 0.830.